Task: Regression. Given two drug SMILES strings and cell line genomic features, predict the synergy score measuring deviation from expected non-interaction effect.. Dataset: NCI-60 drug combinations with 297,098 pairs across 59 cell lines (1) Drug 2: CC(C)CN1C=NC2=C1C3=CC=CC=C3N=C2N. Synergy scores: CSS=10.5, Synergy_ZIP=-0.701, Synergy_Bliss=5.92, Synergy_Loewe=-6.67, Synergy_HSA=-0.700. Cell line: UACC62. Drug 1: CC1CCC2CC(C(=CC=CC=CC(CC(C(=O)C(C(C(=CC(C(=O)CC(OC(=O)C3CCCCN3C(=O)C(=O)C1(O2)O)C(C)CC4CCC(C(C4)OC)OCCO)C)C)O)OC)C)C)C)OC. (2) Drug 1: C1=CC(=C2C(=C1NCCNCCO)C(=O)C3=C(C=CC(=C3C2=O)O)O)NCCNCCO. Drug 2: CCC1(CC2CC(C3=C(CCN(C2)C1)C4=CC=CC=C4N3)(C5=C(C=C6C(=C5)C78CCN9C7C(C=CC9)(C(C(C8N6C=O)(C(=O)OC)O)OC(=O)C)CC)OC)C(=O)OC)O.OS(=O)(=O)O. Cell line: UACC62. Synergy scores: CSS=40.6, Synergy_ZIP=6.46, Synergy_Bliss=8.42, Synergy_Loewe=7.94, Synergy_HSA=9.75. (3) Cell line: UO-31. Drug 2: C1=NC2=C(N1)C(=S)N=CN2. Synergy scores: CSS=1.49, Synergy_ZIP=21.9, Synergy_Bliss=38.3, Synergy_Loewe=-11.6, Synergy_HSA=0.448. Drug 1: CC1CCC2CC(C(=CC=CC=CC(CC(C(=O)C(C(C(=CC(C(=O)CC(OC(=O)C3CCCCN3C(=O)C(=O)C1(O2)O)C(C)CC4CCC(C(C4)OC)OCCO)C)C)O)OC)C)C)C)OC. (4) Drug 1: CC1=C(C=C(C=C1)NC2=NC=CC(=N2)N(C)C3=CC4=NN(C(=C4C=C3)C)C)S(=O)(=O)N.Cl. Drug 2: COC1=C2C(=CC3=C1OC=C3)C=CC(=O)O2. Cell line: UACC-257. Synergy scores: CSS=1.14, Synergy_ZIP=0.802, Synergy_Bliss=2.58, Synergy_Loewe=0.822, Synergy_HSA=1.27. (5) Drug 1: CN1CCC(CC1)COC2=C(C=C3C(=C2)N=CN=C3NC4=C(C=C(C=C4)Br)F)OC. Drug 2: CC(C1=C(C=CC(=C1Cl)F)Cl)OC2=C(N=CC(=C2)C3=CN(N=C3)C4CCNCC4)N. Cell line: HOP-62. Synergy scores: CSS=6.42, Synergy_ZIP=-0.151, Synergy_Bliss=2.41, Synergy_Loewe=0.289, Synergy_HSA=0.326. (6) Drug 1: CS(=O)(=O)C1=CC(=C(C=C1)C(=O)NC2=CC(=C(C=C2)Cl)C3=CC=CC=N3)Cl. Drug 2: CC1C(C(CC(O1)OC2CC(CC3=C2C(=C4C(=C3O)C(=O)C5=CC=CC=C5C4=O)O)(C(=O)C)O)N)O. Cell line: SR. Synergy scores: CSS=37.0, Synergy_ZIP=-3.02, Synergy_Bliss=-4.38, Synergy_Loewe=-5.52, Synergy_HSA=-1.70. (7) Cell line: HCC-2998. Drug 2: CN(CC1=CN=C2C(=N1)C(=NC(=N2)N)N)C3=CC=C(C=C3)C(=O)NC(CCC(=O)O)C(=O)O. Drug 1: CC1=CC2C(CCC3(C2CCC3(C(=O)C)OC(=O)C)C)C4(C1=CC(=O)CC4)C. Synergy scores: CSS=20.0, Synergy_ZIP=2.07, Synergy_Bliss=0.887, Synergy_Loewe=-23.8, Synergy_HSA=-1.33. (8) Drug 1: CC1OCC2C(O1)C(C(C(O2)OC3C4COC(=O)C4C(C5=CC6=C(C=C35)OCO6)C7=CC(=C(C(=C7)OC)O)OC)O)O. Drug 2: C#CCC(CC1=CN=C2C(=N1)C(=NC(=N2)N)N)C3=CC=C(C=C3)C(=O)NC(CCC(=O)O)C(=O)O. Cell line: OVCAR-8. Synergy scores: CSS=6.53, Synergy_ZIP=-6.87, Synergy_Bliss=-4.11, Synergy_Loewe=-3.71, Synergy_HSA=-3.99. (9) Drug 1: C1=NC(=NC(=O)N1C2C(C(C(O2)CO)O)O)N. Drug 2: CC1C(C(CC(O1)OC2CC(CC3=C2C(=C4C(=C3O)C(=O)C5=CC=CC=C5C4=O)O)(C(=O)C)O)N)O. Cell line: RXF 393. Synergy scores: CSS=68.1, Synergy_ZIP=6.93, Synergy_Bliss=10.0, Synergy_Loewe=6.11, Synergy_HSA=13.5. (10) Drug 1: CC(C1=C(C=CC(=C1Cl)F)Cl)OC2=C(N=CC(=C2)C3=CN(N=C3)C4CCNCC4)N. Drug 2: CC(C)CN1C=NC2=C1C3=CC=CC=C3N=C2N. Cell line: SW-620. Synergy scores: CSS=2.27, Synergy_ZIP=-2.62, Synergy_Bliss=-4.70, Synergy_Loewe=-11.8, Synergy_HSA=-6.78.